This data is from Full USPTO retrosynthesis dataset with 1.9M reactions from patents (1976-2016). The task is: Predict the reactants needed to synthesize the given product. The reactants are: [Cl:1][C:2]1[CH:3]=[CH:4][C:5]2[N:11]3[C:12]([C:15]([F:18])([F:17])[F:16])=[N:13][N:14]=[C:10]3[C@@H:9]([CH2:19][C:20]([N:22]3[CH2:27][CH2:26][CH:25]([CH2:28][C:29]([O:31]C(C)(C)C)=[O:30])[CH2:24][CH2:23]3)=[O:21])[O:8][C@H:7]([C:36]3[CH:41]=[CH:40][CH:39]=[C:38]([O:42][CH3:43])[C:37]=3[CH3:44])[C:6]=2[CH:45]=1.FC(F)(F)C(O)=O. Given the product [Cl:1][C:2]1[CH:3]=[CH:4][C:5]2[N:11]3[C:12]([C:15]([F:17])([F:16])[F:18])=[N:13][N:14]=[C:10]3[C@@H:9]([CH2:19][C:20]([N:22]3[CH2:23][CH2:24][CH:25]([CH2:28][C:29]([OH:31])=[O:30])[CH2:26][CH2:27]3)=[O:21])[O:8][C@H:7]([C:36]3[CH:41]=[CH:40][CH:39]=[C:38]([O:42][CH3:43])[C:37]=3[CH3:44])[C:6]=2[CH:45]=1, predict the reactants needed to synthesize it.